This data is from Catalyst prediction with 721,799 reactions and 888 catalyst types from USPTO. The task is: Predict which catalyst facilitates the given reaction. (1) Reactant: Br[C:2]1[CH:3]=[CH:4][C:5]2[CH2:10][O:9][C:8]([CH3:12])([CH3:11])[O:7][C:6]=2[CH:13]=1.[C:14]([O:18][CH2:19][CH3:20])(=[O:17])[CH:15]=[CH2:16].C(N(CC)CC)C. Product: [CH3:11][C:8]1([CH3:12])[O:7][C:6]2[CH:13]=[C:2](/[CH:16]=[CH:15]/[C:14]([O:18][CH2:19][CH3:20])=[O:17])[CH:3]=[CH:4][C:5]=2[CH2:10][O:9]1. The catalyst class is: 524. (2) Reactant: [Br:1][C:2]1[C:3]([CH3:27])=[N:4][N:5]([CH2:14][CH2:15]OS(C2C=CC(C)=CC=2)(=O)=O)[C:6]=1[C:7]1[CH:12]=[CH:11][C:10]([F:13])=[CH:9][CH:8]=1.[S:28]([O-:31])([O-:30])=[O:29].[Na+].[Na+]. Product: [Br:1][C:2]1[C:3]([CH3:27])=[N:4][N:5]([CH2:14][CH2:15][S:28]([OH:31])(=[O:30])=[O:29])[C:6]=1[C:7]1[CH:8]=[CH:9][C:10]([F:13])=[CH:11][CH:12]=1. The catalyst class is: 40. (3) Reactant: [CH2:1]([O:3][C:4]1[CH:5]=[C:6]2[C:11](=[CH:12][CH:13]=1)[N:10]=[C:9]([NH:14][CH2:15][CH3:16])[C:8]([CH:17]=[O:18])=[CH:7]2)[CH3:2].[BH4-].[Na+]. Product: [CH2:1]([O:3][C:4]1[CH:5]=[C:6]2[C:11](=[CH:12][CH:13]=1)[N:10]=[C:9]([NH:14][CH2:15][CH3:16])[C:8]([CH2:17][OH:18])=[CH:7]2)[CH3:2]. The catalyst class is: 1. (4) The catalyst class is: 166. Product: [CH3:14][CH:10]([CH2:9]/[C:8](=[CH:15]/[C:16](/[CH3:31])=[CH:17]/[CH:18]([CH3:30])[CH2:19][CH:20]([CH3:29])[CH2:21][CH:22]([CH3:28])[CH2:23][CH:24]([CH3:27])[CH2:25][CH3:26])/[C:6]([O:5][C:1]([CH3:4])([CH3:3])[CH3:2])=[O:7])[C:11]([O:13][CH2:33][C:34]([O:36][C:37]([CH3:40])([CH3:39])[CH3:38])=[O:35])=[O:12]. Reactant: [C:1]([O:5][C:6](/[C:8](=[CH:15]\[C:16](\[CH3:31])=[CH:17]\[CH:18]([CH3:30])[CH2:19][CH:20]([CH3:29])[CH2:21][CH:22]([CH3:28])[CH2:23][CH:24]([CH3:27])[CH2:25][CH3:26])/[CH2:9][CH:10]([CH3:14])[C:11]([OH:13])=[O:12])=[O:7])([CH3:4])([CH3:3])[CH3:2].O[CH2:33][C:34]([O:36][C:37]([CH3:40])([CH3:39])[CH3:38])=[O:35].CCN=C=NCCCN(C)C.Cl. (5) Reactant: [N+:1]([C:4]1[CH:18]=[CH:17][C:7]2[N:8]([CH2:12][C:13]([O:15][CH3:16])=[O:14])[C:9](=[O:11])[O:10][C:6]=2[CH:5]=1)([O-])=O.C(OCC)(=O)C. Product: [NH2:1][C:4]1[CH:18]=[CH:17][C:7]2[N:8]([CH2:12][C:13]([O:15][CH3:16])=[O:14])[C:9](=[O:11])[O:10][C:6]=2[CH:5]=1. The catalyst class is: 19. (6) Product: [CH2:23]([CH:22]1[C:5]2[NH:6][C:7]3[C:12](=[CH:11][CH:10]=[CH:9][CH:8]=3)[C:4]=2[CH2:3][CH:2]([C:13]([OH:15])=[O:14])[NH:1]1)[CH2:24][CH3:25]. Reactant: [NH2:1][C@H:2]([C:13]([OH:15])=[O:14])[CH2:3][C:4]1[C:12]2[C:7](=[CH:8][CH:9]=[CH:10][CH:11]=2)[NH:6][CH:5]=1.O.OS(O)(=O)=O.[CH:22](=O)[CH2:23][CH2:24][CH3:25]. The catalyst class is: 8. (7) Reactant: [F:1][C:2]([F:35])([F:34])[C:3]1[CH:8]=[CH:7][C:6]([C:9]2[N:14]=[CH:13][C:12]([CH:15]([O:22][C:23]3[CH:33]=[CH:32][C:26]([C:27]([O:29]CC)=[O:28])=[CH:25][CH:24]=3)[CH2:16][CH2:17][CH2:18][CH2:19][CH2:20][CH3:21])=[CH:11][CH:10]=2)=[CH:5][CH:4]=1.[OH-].[Na+]. Product: [F:34][C:2]([F:1])([F:35])[C:3]1[CH:4]=[CH:5][C:6]([C:9]2[N:14]=[CH:13][C:12]([CH:15]([O:22][C:23]3[CH:24]=[CH:25][C:26]([C:27]([OH:29])=[O:28])=[CH:32][CH:33]=3)[CH2:16][CH2:17][CH2:18][CH2:19][CH2:20][CH3:21])=[CH:11][CH:10]=2)=[CH:7][CH:8]=1. The catalyst class is: 8.